The task is: Predict the product of the given reaction.. This data is from Forward reaction prediction with 1.9M reactions from USPTO patents (1976-2016). (1) Given the reactants [CH2:1]([O:3][C:4]1[C:5](I)=[CH:6][C:7]([F:23])=[C:8]([CH:22]=1)[C:9]([NH:11][C:12]1[CH:17]=[C:16]([C:18]([F:21])([F:20])[F:19])[CH:15]=[CH:14][N:13]=1)=[O:10])[CH3:2].[CH3:25][C:26]1([CH3:42])[C:30]([CH3:32])([CH3:31])[O:29][B:28]([B:28]2[O:29][C:30]([CH3:32])([CH3:31])[C:26]([CH3:42])([CH3:25])[O:27]2)[O:27]1.C([O-])(=O)C.[K+], predict the reaction product. The product is: [CH2:1]([O:3][C:4]1[C:5]([B:28]2[O:29][C:30]([CH3:32])([CH3:31])[C:26]([CH3:42])([CH3:25])[O:27]2)=[CH:6][C:7]([F:23])=[C:8]([CH:22]=1)[C:9]([NH:11][C:12]1[CH:17]=[C:16]([C:18]([F:21])([F:20])[F:19])[CH:15]=[CH:14][N:13]=1)=[O:10])[CH3:2]. (2) Given the reactants [N+:1]([C:4]1[CH:5]=[C:6]([NH:13][C:14](=[O:27])[C:15]2[CH:20]=[CH:19][C:18]([N:21]3[CH2:26][CH2:25][O:24][CH2:23][CH2:22]3)=[CH:17][CH:16]=2)[CH:7]=[CH:8][C:9]=1[N+:10]([O-])=O)([O-])=O.[CH3:28][N:29]1[CH2:34][CH2:33][N:32]([C:35]2[CH:40]=[CH:39][C:38]([NH:41][C:42]([C:44]3[CH:51]=[CH:50][C:47]([CH:48]=O)=[CH:46][CH:45]=3)=[O:43])=[CH:37][CH:36]=2)[CH2:31][CH2:30]1, predict the reaction product. The product is: [CH3:28][N:29]1[CH2:30][CH2:31][N:32]([C:35]2[CH:36]=[CH:37][C:38]([NH:41][C:42](=[O:43])[C:44]3[CH:45]=[CH:46][C:47]([C:48]4[NH:10][C:9]5[CH:8]=[CH:7][C:6]([NH:13][C:14](=[O:27])[C:15]6[CH:20]=[CH:19][C:18]([N:21]7[CH2:26][CH2:25][O:24][CH2:23][CH2:22]7)=[CH:17][CH:16]=6)=[CH:5][C:4]=5[N:1]=4)=[CH:50][CH:51]=3)=[CH:39][CH:40]=2)[CH2:33][CH2:34]1. (3) Given the reactants [C:1]([C:3]1[S:7][C:6]([NH:8][C:9]2[N:14]=[C:13]([N:15]3[CH2:19][CH2:18][CH2:17][CH:16]3[C:20]3[CH:25]=[CH:24][C:23]([CH3:26])=[CH:22][CH:21]=3)[N:12]=[C:11]([C:27]([OH:29])=O)[CH:10]=2)=[N:5][CH:4]=1)#[N:2].C1CN([P+](ON2N=NC3C=CC=CC2=3)(N2CCCC2)N2CCCC2)CC1.F[P-](F)(F)(F)(F)F.CCN(C(C)C)C(C)C.[NH2:72][C@@H:73]([CH2:75][OH:76])[CH3:74], predict the reaction product. The product is: [C:1]([C:3]1[S:7][C:6]([NH:8][C:9]2[N:14]=[C:13]([N:15]3[CH2:19][CH2:18][CH2:17][CH:16]3[C:20]3[CH:25]=[CH:24][C:23]([CH3:26])=[CH:22][CH:21]=3)[N:12]=[C:11]([C:27]([NH:72][C@H:73]([CH3:74])[CH2:75][OH:76])=[O:29])[CH:10]=2)=[N:5][CH:4]=1)#[N:2]. (4) Given the reactants FC(F)(F)C(O)=O.[CH3:8][O:9][C:10](=[O:53])[C@@H:11]([C:13]1[CH:14]=[C:15](C2C=CC(C(C3C=CC(CCC(O[Si](C(C)(C)C)(C)C)C(C)(C)C)=C(C)C=3)(CC)CC)=CC=2C)[CH:16]=[CH:17][CH:18]=1)[OH:12].[Cl:54]CCl, predict the reaction product. The product is: [CH3:8][O:9][C:10](=[O:53])[C@@H:11]([C:13]1[CH:18]=[CH:17][CH:16]=[C:15]([Cl:54])[CH:14]=1)[OH:12]. (5) Given the reactants [CH3:1][C@:2]1([NH:17][C@@H:18]2[CH2:23][CH2:22][CH2:21][CH2:20][C@H:19]2[NH:24]C(=O)OCC2C=CC=CC=2)[CH2:7][CH2:6][CH2:5][N:4]([C:8]2[CH:13]=[CH:12][C:11]([N+:14]([O-:16])=[O:15])=[CH:10][CH:9]=2)[CH2:3]1.I[Si](C)(C)C.Cl, predict the reaction product. The product is: [CH3:1][C@:2]1([NH:17][C@@H:18]2[CH2:23][CH2:22][CH2:21][CH2:20][C@H:19]2[NH2:24])[CH2:7][CH2:6][CH2:5][N:4]([C:8]2[CH:9]=[CH:10][C:11]([N+:14]([O-:16])=[O:15])=[CH:12][CH:13]=2)[CH2:3]1.